Dataset: TCR-epitope binding with 47,182 pairs between 192 epitopes and 23,139 TCRs. Task: Binary Classification. Given a T-cell receptor sequence (or CDR3 region) and an epitope sequence, predict whether binding occurs between them. (1) The epitope is TPINLVRDL. The TCR CDR3 sequence is CSVVGLAGGRSYNEQFF. Result: 1 (the TCR binds to the epitope). (2) The epitope is GTHWFVTQR. The TCR CDR3 sequence is CASSPDRARDGYTF. Result: 0 (the TCR does not bind to the epitope). (3) The epitope is EEHVQIHTI. The TCR CDR3 sequence is CASSLGYEQYF. Result: 0 (the TCR does not bind to the epitope).